Dataset: Forward reaction prediction with 1.9M reactions from USPTO patents (1976-2016). Task: Predict the product of the given reaction. (1) Given the reactants [CH3:1][C@H:2]1[O:7][C@@H:6]([CH3:8])[CH2:5][N:4]([C:9]2[C:16]([F:17])=[C:15]([F:18])[C:14]([C:19]#[CH:20])=[CH:13][C:10]=2[CH:11]=[O:12])[CH2:3]1.C(N(CC)CC)C.Br[C:29]1[S:30][C:31]([CH3:34])=[N:32][N:33]=1, predict the reaction product. The product is: [CH3:8][C@@H:6]1[CH2:5][N:4]([C:9]2[C:16]([F:17])=[C:15]([F:18])[C:14]([C:19]#[C:20][C:29]3[S:30][C:31]([CH3:34])=[N:32][N:33]=3)=[CH:13][C:10]=2[CH:11]=[O:12])[CH2:3][C@H:2]([CH3:1])[O:7]1. (2) The product is: [CH3:20][C:21]1([O:24][C:25]([N:27]2[CH2:28][CH2:29][CH:30]([N:33]([CH:34]3[CH2:36][CH2:35]3)[C:15](=[O:17])[C:14]3[CH:13]=[CH:12][C:11]([C:8]4[CH:7]=[CH:6][C:5]([S:2]([CH3:1])(=[O:3])=[O:4])=[CH:10][N:9]=4)=[CH:19][CH:18]=3)[CH2:31][CH2:32]2)=[O:26])[CH2:23][CH2:22]1. Given the reactants [CH3:1][S:2]([C:5]1[CH:6]=[CH:7][C:8]([C:11]2[CH:19]=[CH:18][C:14]([C:15]([OH:17])=O)=[CH:13][CH:12]=2)=[N:9][CH:10]=1)(=[O:4])=[O:3].[CH3:20][C:21]1([O:24][C:25]([N:27]2[CH2:32][CH2:31][CH:30]([NH:33][CH:34]3[CH2:36][CH2:35]3)[CH2:29][CH2:28]2)=[O:26])[CH2:23][CH2:22]1, predict the reaction product.